This data is from Forward reaction prediction with 1.9M reactions from USPTO patents (1976-2016). The task is: Predict the product of the given reaction. Given the reactants [Cl-].[Na+:2].[Cl-].[K+].[O:5]=[C:6]1[O:12][C@H:11]([C@H:13]([CH2:15][OH:16])[OH:14])[C:9]([O-:10])=[C:7]1[OH:8].[Na+].C(O)[C@@H]1O[C@H](O[C@]2(CCl)O[C@H](CCl)[C@@H](O)[C@@H]2O)[C@@H](O)[C@@H](O)[C@H]1Cl.COC([C@@H](NC([C@@H](N)CC(O)=O)=O)CC1C=CC=CC=1)=O.CC1OS(=O)(=O)[N-]C(=O)C=1.[K+].S1(C2C(=CC=CC=2)C(=O)N1)(=O)=O.[Na], predict the reaction product. The product is: [O:5]=[C:6]1[O:12][C@H:11]([C@H:13]([CH2:15][OH:16])[OH:14])[C:9]([O-:10])=[C:7]1[OH:8].[Na+:2].[O:5]=[C:6]1[O:12][C@H:11]([C@H:13]([CH2:15][OH:16])[OH:14])[C:9]([OH:10])=[C:7]1[OH:8].